From a dataset of Forward reaction prediction with 1.9M reactions from USPTO patents (1976-2016). Predict the product of the given reaction. Given the reactants [CH2:1]([O:8][C@H:9]1[C@H:15]([O:16][CH2:17][C:18]2[CH:23]=[CH:22][CH:21]=[CH:20][CH:19]=2)[C@@H:14]([O:24][CH2:25][C:26]2[CH:31]=[CH:30][CH:29]=[CH:28][CH:27]=2)[C@:13]2([C:33]3[CH:38]=[CH:37][C:36]([Cl:39])=[C:35]([CH2:40][C:41]4[CH:46]=[CH:45][C:44]([O:47][CH2:48][CH3:49])=[CH:43][CH:42]=4)[CH:34]=3)[O:32][C@@:10]1([CH:50]([OH:52])[CH3:51])[CH2:11][O:12]2)[C:2]1[CH:7]=[CH:6][CH:5]=[CH:4][CH:3]=1.Cl[C:54]([O:56][CH2:57][CH3:58])=[O:55].C(N(CC)CC)C, predict the reaction product. The product is: [C:54](=[O:55])([O:52][CH:50]([C@:10]12[O:32][C@:13]([C:33]3[CH:38]=[CH:37][C:36]([Cl:39])=[C:35]([CH2:40][C:41]4[CH:42]=[CH:43][C:44]([O:47][CH2:48][CH3:49])=[CH:45][CH:46]=4)[CH:34]=3)([O:12][CH2:11]1)[C@H:14]([O:24][CH2:25][C:26]1[CH:31]=[CH:30][CH:29]=[CH:28][CH:27]=1)[C@@H:15]([O:16][CH2:17][C:18]1[CH:19]=[CH:20][CH:21]=[CH:22][CH:23]=1)[C@@H:9]2[O:8][CH2:1][C:2]1[CH:7]=[CH:6][CH:5]=[CH:4][CH:3]=1)[CH3:51])[O:56][CH2:57][CH3:58].